This data is from Forward reaction prediction with 1.9M reactions from USPTO patents (1976-2016). The task is: Predict the product of the given reaction. (1) Given the reactants [CH3:1][O:2][C:3]1[CH:4]=[C:5]2[C:10](=[CH:11][C:12]=1[O:13][CH3:14])[N:9]=[CH:8][CH:7]=[C:6]2[O:15][C:16]1[CH:22]=[CH:21][C:19]([NH2:20])=[CH:18][CH:17]=1.C(O)C.[CH3:26][C:27]1[CH:32]=[CH:31][C:30]([C:33]([N:35]=[C:36]=[S:37])=[O:34])=[CH:29][CH:28]=1, predict the reaction product. The product is: [CH3:1][O:2][C:3]1[CH:4]=[C:5]2[C:10](=[CH:11][C:12]=1[O:13][CH3:14])[N:9]=[CH:8][CH:7]=[C:6]2[O:15][C:16]1[CH:22]=[CH:21][C:19]([NH:20][C:36]([NH:35][C:33](=[O:34])[C:30]2[CH:31]=[CH:32][C:27]([CH3:26])=[CH:28][CH:29]=2)=[S:37])=[CH:18][CH:17]=1. (2) Given the reactants [Cl:1][C:2]1[CH:7]=[C:6]([CH3:8])[C:5]([NH:9][C:10]2[N:14]([CH3:15])[C:13]3[C:16]([C:20]4[CH:27]=[CH:26][CH:25]=[CH:24][C:21]=4[CH:22]=O)=[CH:17][CH:18]=[CH:19][C:12]=3[N:11]=2)=[C:4]([O:28][CH3:29])[CH:3]=1.CO.[CH3:32][NH2:33].[BH4-].[Na+], predict the reaction product. The product is: [Cl:1][C:2]1[CH:7]=[C:6]([CH3:8])[C:5]([NH:9][C:10]2[N:14]([CH3:15])[C:13]3[C:16]([C:20]4[CH:27]=[CH:26][CH:25]=[CH:24][C:21]=4[CH2:22][NH:33][CH3:32])=[CH:17][CH:18]=[CH:19][C:12]=3[N:11]=2)=[C:4]([O:28][CH3:29])[CH:3]=1. (3) The product is: [OH:1][C:2]1[C:15]2[C:14](=[O:16])[C:13]3[C:8](=[C:9]([O:17][CH3:18])[CH:10]=[CH:11][CH:12]=3)[O:7][C:6]=2[CH:5]=[C:4]([O:19][CH2:26][CH:28]2[CH2:29][O:30]2)[CH:3]=1. Given the reactants [OH:1][C:2]1[C:15]2[C:14](=[O:16])[C:13]3[C:8](=[C:9]([O:17][CH3:18])[CH:10]=[CH:11][CH:12]=3)[O:7][C:6]=2[CH:5]=[C:4]([OH:19])[CH:3]=1.C([O-])([O-])=O.[K+].[K+].[CH2:26]([CH:28]1[O:30][CH2:29]1)Cl, predict the reaction product. (4) Given the reactants Br[C:2]1[NH:3][C:4]2[C:9]([C:10]=1[CH:11]1[CH2:16][CH2:15][CH2:14][CH2:13][CH2:12]1)=[CH:8][CH:7]=[C:6]([C:17]([O:19][CH3:20])=[O:18])[CH:5]=2.[F:21][C:22]1[CH:27]=[CH:26][C:25]([NH2:28])=[C:24](B2OC(C)(C)C(C)(C)O2)[CH:23]=1.C(=O)([O-])O.[Na+], predict the reaction product. The product is: [NH2:28][C:25]1[CH:26]=[CH:27][C:22]([F:21])=[CH:23][C:24]=1[C:2]1[NH:3][C:4]2[C:9]([C:10]=1[CH:11]1[CH2:16][CH2:15][CH2:14][CH2:13][CH2:12]1)=[CH:8][CH:7]=[C:6]([C:17]([O:19][CH3:20])=[O:18])[CH:5]=2.